Predict the reactants needed to synthesize the given product. From a dataset of Full USPTO retrosynthesis dataset with 1.9M reactions from patents (1976-2016). (1) Given the product [F:1][C:2]1[CH:3]=[C:4]([CH:8]=[CH:9][CH:10]=1)[C:5]([N:11]1[CH2:15][CH2:14][CH2:13][CH2:12]1)=[O:6], predict the reactants needed to synthesize it. The reactants are: [F:1][C:2]1[CH:3]=[C:4]([CH:8]=[CH:9][CH:10]=1)[C:5](Cl)=[O:6].[NH:11]1[CH2:15][CH2:14][CH2:13][CH2:12]1. (2) Given the product [C:20]1([C:26]2[N:31]=[CH:30][C:29]([O:4][C:1](=[O:3])[N:10]([CH3:11])[C@H:9]3[CH2:8][NH:7][C:6]3=[O:5])=[CH:28][CH:27]=2)[CH:25]=[CH:24][CH:23]=[CH:22][CH:21]=1, predict the reactants needed to synthesize it. The reactants are: [C:1]([O-:4])(=[O:3])C.[O:5]=[C:6]1[C@@H:9]([NH3+:10])[CH2:8][NH:7]1.[CH3:11]CN(C(C)C)C(C)C.[C:20]1([C:26]2[N:31]=[CH:30][C:29](C3C=CN(C([O-])=O)C(=O)C=3C)=[CH:28][CH:27]=2)[CH:25]=[CH:24][CH:23]=[CH:22][CH:21]=1. (3) Given the product [CH3:1][O:2][C:3](=[O:23])[C:4]1[C:9]([CH:26]=[CH2:27])=[CH:8][CH:7]=[CH:6][C:5]=1[CH2:18][C:19]([O:21][CH3:22])=[O:20], predict the reactants needed to synthesize it. The reactants are: [CH3:1][O:2][C:3](=[O:23])[C:4]1[C:9](OS(C(F)(F)F)(=O)=O)=[CH:8][CH:7]=[CH:6][C:5]=1[CH2:18][C:19]([O:21][CH3:22])=[O:20].[Li+].[Cl-].[CH3:26][CH2:27]N(CC)CC.C([Sn](CCCC)(CCCC)C=C)CCC. (4) The reactants are: N#N.[NH:3]1[C:7]2[CH:8]=[CH:9][CH:10]=[CH:11][C:6]=2[N:5]=[C:4]1[C@H:12]([NH:22][C:23]([NH:25][CH2:26][CH2:27][N:28]1[CH2:33][CH2:32][NH:31][CH2:30][CH2:29]1)=[O:24])[CH2:13][C:14]1[CH:19]=[CH:18][C:17]([O:20][CH3:21])=[CH:16][CH:15]=1.C(N1CC[O:39][CH2:38][CH2:37]1)C.CN(C(ON1N=NC2C=CC=CC1=2)=[N+](C)C)C.[B-](F)(F)(F)F.C(O)(=O)C. Given the product [NH:3]1[C:7]2[CH:8]=[CH:9][CH:10]=[CH:11][C:6]=2[N:5]=[C:4]1[C@H:12]([NH:22][C:23]([NH:25][CH2:26][CH2:27][N:28]1[CH2:33][CH2:32][N:31]([C:38](=[O:39])[CH3:37])[CH2:30][CH2:29]1)=[O:24])[CH2:13][C:14]1[CH:19]=[CH:18][C:17]([O:20][CH3:21])=[CH:16][CH:15]=1, predict the reactants needed to synthesize it. (5) Given the product [CH3:1][N:2]1[C:7](=[O:8])[CH:6]=[C:5]([NH:9][C:10]2[CH:19]=[CH:18][C:17]3[C:12](=[CH:13][CH:14]=[CH:15][CH:16]=3)[CH:11]=2)[C:4]([C:20]([O:22][C:28]2[C:29]([F:38])=[C:30]([F:37])[C:31]([F:36])=[C:32]([F:35])[C:33]=2[F:34])=[O:21])=[CH:3]1, predict the reactants needed to synthesize it. The reactants are: [CH3:1][N:2]1[C:7](=[O:8])[CH:6]=[C:5]([NH:9][C:10]2[CH:19]=[CH:18][C:17]3[C:12](=[CH:13][CH:14]=[CH:15][CH:16]=3)[CH:11]=2)[C:4]([C:20]([OH:22])=[O:21])=[CH:3]1.FC(F)(F)C(O[C:28]1[C:33]([F:34])=[C:32]([F:35])[C:31]([F:36])=[C:30]([F:37])[C:29]=1[F:38])=O.N1C=CC=CC=1. (6) Given the product [CH3:2][O:4][C:5](=[O:11])[CH:6]([NH:10][C:25]([CH:19]1[CH2:24][CH2:23][CH2:22][CH2:21][CH2:20]1)=[O:26])[C:7](=[O:9])[CH3:8], predict the reactants needed to synthesize it. The reactants are: Cl.[CH2:2]([O:4][C:5](=[O:11])[CH:6]([NH2:10])[C:7](=[O:9])[CH3:8])C.C(N(CC)CC)C.[CH:19]1([C:25](Cl)=[O:26])[CH2:24][CH2:23][CH2:22][CH2:21][CH2:20]1.CN(C)C=O.